Dataset: Peptide-MHC class II binding affinity with 134,281 pairs from IEDB. Task: Regression. Given a peptide amino acid sequence and an MHC pseudo amino acid sequence, predict their binding affinity value. This is MHC class II binding data. (1) The peptide sequence is LIGPTPVNIIGRNLLTQLGC. The MHC is H-2-IAd with pseudo-sequence YTYHLILGGQAEHILVFGLTYYDIRTETAHGPST. The binding affinity (normalized) is 0.579. (2) The peptide sequence is AVKAGASILDGGNML. The MHC is DRB1_0101 with pseudo-sequence DRB1_0101. The binding affinity (normalized) is 0.416. (3) The peptide sequence is IGMTNRATWASHIHL. The MHC is DRB3_0202 with pseudo-sequence DRB3_0202. The binding affinity (normalized) is 0.659.